This data is from Forward reaction prediction with 1.9M reactions from USPTO patents (1976-2016). The task is: Predict the product of the given reaction. (1) Given the reactants [Cl:1][C:2]1[C:3]2[C:12]([F:13])=[CH:11][CH:10]=[CH:9][C:4]=2[S:5][C:6]=1[CH:7]=O.[BH4-].[Na+].[CH3:16][NH2:17], predict the reaction product. The product is: [Cl:1][C:2]1[C:3]2[C:12]([F:13])=[CH:11][CH:10]=[CH:9][C:4]=2[S:5][C:6]=1[CH2:7][NH:17][CH3:16]. (2) Given the reactants [F:1][C:2]1([F:25])[CH2:7][CH2:6][N:5]([CH2:8][CH2:9][O:10][C:11]2[CH:12]=[C:13]([C:17]([F:24])([F:23])[C:18]([O:20]CC)=[O:19])[CH:14]=[CH:15][CH:16]=2)[CH2:4][CH2:3]1.CO.O.[OH-].[Li+], predict the reaction product. The product is: [F:25][C:2]1([F:1])[CH2:7][CH2:6][N:5]([CH2:8][CH2:9][O:10][C:11]2[CH:12]=[C:13]([C:17]([F:23])([F:24])[C:18]([OH:20])=[O:19])[CH:14]=[CH:15][CH:16]=2)[CH2:4][CH2:3]1. (3) Given the reactants [C:1]([C:3]1[C:4]([F:14])=[CH:5][C:6]([CH3:13])=[C:7]([CH:12]=1)[C:8](OC)=[O:9])#[N:2].[C:15]([C:17]1C(C2CCC2)=CC(C)=C(C=1)C(OC)=O)#[N:16].Cl.[NH:33]1[CH2:38][CH2:37][CH:36]([C:39]2[CH:46]=[CH:45][C:42]([C:43]#[N:44])=[CH:41][CH:40]=2)[CH2:35][CH2:34]1.Cl.[NH:48]1CCC(C2C=CC3N(C=CN=3)C=2)CC1, predict the reaction product. The product is: [F:14][C:4]1[C:3]([C:1]2[NH:2][C:15]([CH3:17])=[N:16][N:48]=2)=[CH:12][C:7]([C:8]([N:33]2[CH2:38][CH2:37][CH:36]([C:39]3[CH:46]=[CH:45][C:42]([C:43]#[N:44])=[CH:41][CH:40]=3)[CH2:35][CH2:34]2)=[O:9])=[C:6]([CH3:13])[CH:5]=1. (4) Given the reactants Br[C:2]1[CH:3]=[C:4]([CH:25]=[CH:26][N:27]=1)[C:5]([NH:7][C:8]1[S:9][C:10]2[C:16]([N:17]3[CH2:22][CH2:21][O:20][CH2:19][CH2:18]3)=[CH:15][CH:14]=[C:13]([O:23][CH3:24])[C:11]=2[N:12]=1)=[O:6].[H-].[Na+].[CH:30]([OH:33])([CH3:32])[CH3:31], predict the reaction product. The product is: [CH:30]([O:33][C:2]1[CH:3]=[C:4]([CH:25]=[CH:26][N:27]=1)[C:5]([NH:7][C:8]1[S:9][C:10]2[C:16]([N:17]3[CH2:22][CH2:21][O:20][CH2:19][CH2:18]3)=[CH:15][CH:14]=[C:13]([O:23][CH3:24])[C:11]=2[N:12]=1)=[O:6])([CH3:32])[CH3:31]. (5) Given the reactants [F:1][C:2]1[CH:7]=[C:6](F)[CH:5]=[C:4]([CH3:9])[C:3]=1[C:10]1[O:11][CH2:12][C:13]([CH3:16])([CH3:15])[N:14]=1.[C:17](#[N:21])[CH:18]([CH3:20])[CH3:19].C(#N)C.C(=O)=O.C[Si]([N-][Si](C)(C)C)(C)C.[K+], predict the reaction product. The product is: [CH3:15][C:13]1([CH3:16])[CH2:12][O:11][C:10]([C:3]2[C:4]([CH3:9])=[CH:5][C:6]([C:18]([CH3:20])([CH3:19])[C:17]#[N:21])=[CH:7][C:2]=2[F:1])=[N:14]1. (6) Given the reactants [NH2:1][CH2:2][C:3]1[CH:8]=[C:7]([O:9][C:10]2[CH:15]=[CH:14][C:13]([NH:16][C:17]3[CH:22]=[C:21]([C:23]4[CH:28]=[CH:27][CH:26]=[CH:25][CH:24]=4)[N:20]=[C:19]([NH2:29])[N:18]=3)=[CH:12][CH:11]=2)[CH:6]=[CH:5][N:4]=1.[F:30][C:31]1[CH:39]=[CH:38][C:34]([C:35](Cl)=[O:36])=[CH:33][CH:32]=1, predict the reaction product. The product is: [NH2:29][C:19]1[N:18]=[C:17]([NH:16][C:13]2[CH:12]=[CH:11][C:10]([O:9][C:7]3[CH:6]=[CH:5][N:4]=[C:3]([CH2:2][NH:1][C:35](=[O:36])[C:34]4[CH:38]=[CH:39][C:31]([F:30])=[CH:32][CH:33]=4)[CH:8]=3)=[CH:15][CH:14]=2)[CH:22]=[C:21]([C:23]2[CH:28]=[CH:27][CH:26]=[CH:25][CH:24]=2)[N:20]=1. (7) Given the reactants [Cl:1][C:2]1[CH:6]=[CH:5][NH:4][C:3]=1[C:7]([O:9][CH3:10])=[O:8].[H-].[Na+].[NH2:13]Cl, predict the reaction product. The product is: [NH2:13][N:4]1[CH:5]=[CH:6][C:2]([Cl:1])=[C:3]1[C:7]([O:9][CH3:10])=[O:8].